This data is from Reaction yield outcomes from USPTO patents with 853,638 reactions. The task is: Predict the reaction yield, written as a fraction of the theoretical maximum amount of product (1.0 means a 100% yield; for example, 0.34 means a 34% yield). (1) The reactants are [N+]([C:4]1[CH:5]=[C:6]2[C:10](=[CH:11][CH:12]=1)[NH:9][N:8]=[C:7]2[C:13]1[CH:18]=[CH:17][CH:16]=[CH:15][CH:14]=1)([O-])=O.[H][H].C(OCC)(=[O:23])C. The catalyst is [Pd].[Pd].[C]. The product is [C:13]1([C:7]2[C:6]3[C:10](=[CH:11][CH:12]=[C:4]([OH:23])[CH:5]=3)[NH:9][N:8]=2)[CH:18]=[CH:17][CH:16]=[CH:15][CH:14]=1. The yield is 0.280. (2) The reactants are [F:1][C:2]([F:29])([F:28])[C:3]1[CH:4]=[C:5]([CH:25]=[CH:26][CH:27]=1)[CH2:6][O:7][N:8]=[C:9]1[CH2:14][CH2:13][N:12]([S:15]([C:18]2[CH:19]=[N:20][C:21](Cl)=[CH:22][CH:23]=2)(=[O:17])=[O:16])[CH2:11][CH2:10]1.[CH3:30][NH:31][CH3:32]. The catalyst is CO.O1CCCC1. The product is [F:1][C:2]([F:29])([F:28])[C:3]1[CH:4]=[C:5]([CH:25]=[CH:26][CH:27]=1)[CH2:6][O:7][N:8]=[C:9]1[CH2:14][CH2:13][N:12]([S:15]([C:18]2[CH:19]=[N:20][C:21]([N:31]([CH3:32])[CH3:30])=[CH:22][CH:23]=2)(=[O:17])=[O:16])[CH2:11][CH2:10]1. The yield is 0.870. (3) The reactants are O.C([O-])([O-])=O.[K+].[K+].[CH2:8]([C@@:15]12[CH2:28][CH2:27][C:26]([O:29]CC)=[CH:25][C:24]1=[CH:23][CH2:22][C:21]1[CH:20]=[C:19]([C:32]#[N:33])[CH:18]=[CH:17][C:16]2=1)[C:9]1[CH:14]=[CH:13][CH:12]=[CH:11][CH:10]=1.[H][H]. The catalyst is C1COCC1.CCOC(C)=O. The product is [CH2:8]([C@@:15]12[CH2:28][CH2:27][C:26](=[O:29])[CH2:25][C@H:24]1[CH2:23][CH2:22][C:21]1[CH:20]=[C:19]([C:32]#[N:33])[CH:18]=[CH:17][C:16]2=1)[C:9]1[CH:10]=[CH:11][CH:12]=[CH:13][CH:14]=1. The yield is 0.560. (4) The reactants are [CH3:1][C:2]1[O:6][C:5]2[C:7]([O:13]C(C)C)=[C:8]([O:11][CH3:12])[CH:9]=[CH:10][C:4]=2[C:3]=1[C:17](=[O:30])[C:18]1[CH:23]=[C:22]([O:24][CH3:25])[C:21]([O:26][CH3:27])=[C:20]([O:28][CH3:29])[CH:19]=1.B(Cl)(Cl)Cl. No catalyst specified. The product is [CH3:1][C:2]1[O:6][C:5]2[C:7]([OH:13])=[C:8]([O:11][CH3:12])[CH:9]=[CH:10][C:4]=2[C:3]=1[C:17](=[O:30])[C:18]1[CH:23]=[C:22]([O:24][CH3:25])[C:21]([O:26][CH3:27])=[C:20]([O:28][CH3:29])[CH:19]=1. The yield is 0.830. (5) The reactants are Cl[C:2]1[C:11]2[C:6](=[CH:7][C:8]([O:17][CH3:18])=[C:9]([O:12][CH2:13][CH2:14][O:15][CH3:16])[CH:10]=2)[N:5]=[C:4]([C:19]2[CH:24]=[CH:23][CH:22]=[C:21]([N+:25]([O-:27])=[O:26])[CH:20]=2)[N:3]=1.[NH2:28][C:29]1[CH:30]=[C:31]2[C:35](=[CH:36][CH:37]=1)[N:34]([C:38]([O-:40])=[O:39])[N:33]=[CH:32]2. The catalyst is C(O)(C)C. The product is [CH3:18][O:17][C:8]1[CH:7]=[C:6]2[C:11]([C:2]([NH:28][C:29]3[CH:30]=[C:31]4[C:35](=[CH:36][CH:37]=3)[N:34]([C:38]([O:40][C:11]([CH3:6])([CH3:2])[CH3:10])=[O:39])[N:33]=[CH:32]4)=[N:3][C:4]([C:19]3[CH:24]=[CH:23][CH:22]=[C:21]([N+:25]([O-:27])=[O:26])[CH:20]=3)=[N:5]2)=[CH:10][C:9]=1[O:12][CH2:13][CH2:14][O:15][CH3:16]. The yield is 0.710.